Predict the reaction yield, written as a fraction of the theoretical maximum amount of product (1.0 means a 100% yield; for example, 0.34 means a 34% yield). From a dataset of Reaction yield outcomes from USPTO patents with 853,638 reactions. The reactants are C([CH:3]1[CH2:8][N:7]([C:9]2[CH:14]=[CH:13][C:12](I)=[CH:11][CH:10]=2)[C:6](=[O:16])[C:5]2[N:17]([C:23]3[CH:28]=[CH:27][C:26]([O:29][CH3:30])=[CH:25][CH:24]=3)[N:18]=[C:19]([C:20]([NH2:22])=[O:21])[C:4]1=2)C.C(OC([N:41]1[CH2:46][CH2:45][NH:44][C:43](=[O:47])[CH2:42]1)=O)C1C=CC=CC=1.C([O-])([O-])=O.[K+].[K+].CS(C)=O. The catalyst is CCOC(C)=O.O.[Cu]I. The product is [CH3:30][O:29][C:26]1[CH:25]=[CH:24][C:23]([N:17]2[C:5]3[C:6](=[O:16])[N:7]([C:9]4[CH:10]=[CH:11][C:12]([N:44]5[CH2:45][CH2:46][NH:41][CH2:42][C:43]5=[O:47])=[CH:13][CH:14]=4)[CH2:8][CH2:3][C:4]=3[C:19]([C:20]([NH2:22])=[O:21])=[N:18]2)=[CH:28][CH:27]=1. The yield is 0.330.